This data is from Ames mutagenicity test results for genotoxicity prediction. The task is: Regression/Classification. Given a drug SMILES string, predict its toxicity properties. Task type varies by dataset: regression for continuous values (e.g., LD50, hERG inhibition percentage) or binary classification for toxic/non-toxic outcomes (e.g., AMES mutagenicity, cardiotoxicity, hepatotoxicity). Dataset: ames. (1) The molecule is c1ccc2c(c1)ccc1nc3ccc4ccccc4c3cc12. The result is 1 (mutagenic). (2) The compound is Nc1cc([N+](=O)[O-])c(N)cc1Cl. The result is 1 (mutagenic). (3) The molecule is CC(=O)NS(=O)(=O)c1ccc(N)cc1. The result is 0 (non-mutagenic).